This data is from Reaction yield outcomes from USPTO patents with 853,638 reactions. The task is: Predict the reaction yield, written as a fraction of the theoretical maximum amount of product (1.0 means a 100% yield; for example, 0.34 means a 34% yield). (1) The product is [NH2:28][O:29][CH2:18][CH2:17][CH2:16][CH2:15][CH2:14][CH2:13][CH2:12][CH2:11][CH2:10][CH2:9][CH2:8][CH2:7][CH2:6][CH2:5][CH2:4][C:3]([OH:2])=[O:20]. The catalyst is C1CCN2C(=NCCC2)CC1. The reactants are C[O:2][C:3](=[O:20])[CH2:4][CH2:5][CH2:6][CH2:7][CH2:8][CH2:9][CH2:10][CH2:11][CH2:12][CH2:13][CH2:14][CH2:15][CH2:16][CH2:17][CH2:18]Br.C(OC([NH:28][OH:29])=O)(C)(C)C.C(Cl)Cl. The yield is 0.900. (2) The reactants are Br[C:2]1[C:7]([O:8][C:9](=O)[CH3:10])=[CH:6][CH:5]=[CH:4][N:3]=1.[Si](C#C)(C)(C)C. The catalyst is C1COCC1.Cl[Pd](Cl)([P](C1C=CC=CC=1)(C1C=CC=CC=1)C1C=CC=CC=1)[P](C1C=CC=CC=1)(C1C=CC=CC=1)C1C=CC=CC=1.[Cu]I. The product is [O:8]1[C:7]2[C:2](=[N:3][CH:4]=[CH:5][CH:6]=2)[CH:10]=[CH:9]1. The yield is 0.210.